From a dataset of Catalyst prediction with 721,799 reactions and 888 catalyst types from USPTO. Predict which catalyst facilitates the given reaction. (1) Reactant: [F-].C([N+](CCCC)(CCCC)CCCC)CCC.C[Si](C)(C)CCOC(=O)[NH:25][C:26]1[CH:31]=[CH:30][C:29]([CH:32]([OH:34])[CH3:33])=[C:28]([Cl:35])[CH:27]=1. Product: [NH2:25][C:26]1[CH:31]=[CH:30][C:29]([CH:32]([OH:34])[CH3:33])=[C:28]([Cl:35])[CH:27]=1. The catalyst class is: 7. (2) Reactant: [OH:1][C:2]1[C:7]([C:8]([NH:10][C:11]([C:14]2[CH:15]=[CH:16][C:17]([C:20]3[CH:25]=[CH:24][C:23]([P:26](=[O:33])([O:30]CC)[O:27]CC)=[CH:22][CH:21]=3)=[N:18][CH:19]=2)([CH3:13])[CH3:12])=[O:9])=[CH:6][N:5]=[C:4]([C:34]2[N:35]=[N:36][CH:37]=[CH:38][CH:39]=2)[N:3]=1.C[Si](Br)(C)C. Product: [OH:1][C:2]1[C:7]([C:8]([NH:10][C:11]([C:14]2[CH:15]=[CH:16][C:17]([C:20]3[CH:21]=[CH:22][C:23]([P:26](=[O:27])([OH:30])[OH:33])=[CH:24][CH:25]=3)=[N:18][CH:19]=2)([CH3:13])[CH3:12])=[O:9])=[CH:6][N:5]=[C:4]([C:34]2[N:35]=[N:36][CH:37]=[CH:38][CH:39]=2)[N:3]=1. The catalyst class is: 2. (3) Reactant: Br.[CH3:2][C:3]1[N:4]=[C:5]([CH3:28])[C:6]2[N:7]([CH:9]=[C:10]([C:12]3[C:13](=[O:27])[O:14][C:15]4[C:20]([CH:21]=3)=[CH:19][CH:18]=[C:17]([CH2:22][CH2:23][CH2:24][CH2:25][OH:26])[CH:16]=4)[N:11]=2)[CH:8]=1.C(N(C(C)C)CC)(C)C.[CH3:38][S:39](Cl)(=[O:41])=[O:40]. Product: [CH3:38][S:39]([O:26][CH2:25][CH2:24][CH2:23][CH2:22][C:17]1[CH:16]=[C:15]2[C:20]([CH:21]=[C:12]([C:10]3[N:11]=[C:6]4[C:5]([CH3:28])=[N:4][C:3]([CH3:2])=[CH:8][N:7]4[CH:9]=3)[C:13](=[O:27])[O:14]2)=[CH:19][CH:18]=1)(=[O:41])=[O:40]. The catalyst class is: 2. (4) Reactant: [CH2:1]([O:8][C:9]1[CH:27]=[CH:26][C:12]([CH2:13][N:14]2[CH2:19][CH2:18][N:17]([CH2:20][C:21]([O:23]CC)=O)[CH2:16][CH2:15]2)=[CH:11][CH:10]=1)[C:2]1[CH:7]=[CH:6][CH:5]=[CH:4][CH:3]=1.[NH2:28][NH2:29]. Product: [CH2:1]([O:8][C:9]1[CH:10]=[CH:11][C:12]([CH2:13][N:14]2[CH2:15][CH2:16][N:17]([CH2:20][C:21]([NH:28][NH2:29])=[O:23])[CH2:18][CH2:19]2)=[CH:26][CH:27]=1)[C:2]1[CH:7]=[CH:6][CH:5]=[CH:4][CH:3]=1. The catalyst class is: 8.